This data is from Peptide-MHC class II binding affinity with 134,281 pairs from IEDB. The task is: Regression. Given a peptide amino acid sequence and an MHC pseudo amino acid sequence, predict their binding affinity value. This is MHC class II binding data. The peptide sequence is AFINDGDNLFPKV. The MHC is DRB3_0101 with pseudo-sequence DRB3_0101. The binding affinity (normalized) is 0.755.